The task is: Regression. Given two drug SMILES strings and cell line genomic features, predict the synergy score measuring deviation from expected non-interaction effect.. This data is from NCI-60 drug combinations with 297,098 pairs across 59 cell lines. Synergy scores: CSS=48.5, Synergy_ZIP=1.39, Synergy_Bliss=0.236, Synergy_Loewe=-20.3, Synergy_HSA=1.75. Drug 2: N.N.Cl[Pt+2]Cl. Cell line: U251. Drug 1: C(CC(=O)O)C(=O)CN.Cl.